Dataset: Full USPTO retrosynthesis dataset with 1.9M reactions from patents (1976-2016). Task: Predict the reactants needed to synthesize the given product. (1) Given the product [F:61][C:62]1[CH:63]=[C:64]([C:10]2[C:11](=[O:27])[C:12]3[C:17]([C:9]=2[C:3]2[CH:4]=[CH:5][C:6]([F:8])=[CH:7][C:2]=2[F:1])=[CH:16][CH:15]=[C:14]([O:18][CH2:19][CH2:20][N:21]2[CH2:22][CH2:23][O:24][CH2:25][CH2:26]2)[CH:13]=3)[CH:65]=[CH:66][C:67]=1[O:68][CH3:69], predict the reactants needed to synthesize it. The reactants are: [F:1][C:2]1[CH:7]=[C:6]([F:8])[CH:5]=[CH:4][C:3]=1[C:9]1[C:17]2[C:12](=[CH:13][C:14]([O:18][CH2:19][CH2:20][N:21]3[CH2:26][CH2:25][O:24][CH2:23][CH2:22]3)=[CH:15][CH:16]=2)[C:11](=[O:27])[C:10]=1C1C=CC(C)=CC=1.O1CCN(CCOC2C=C3C(C(C4C=CC=CC=4)=C(Br)C3=O)=CC=2)CC1.[F:61][C:62]1[CH:63]=[C:64](B(O)O)[CH:65]=[CH:66][C:67]=1[O:68][CH3:69]. (2) Given the product [C:29]([O:28][C:26]([NH:25][CH:15]1[C:14](=[O:33])[N:13]2[CH:9]([CH2:10][CH:11]([O:34][Si:35]([C:38]([CH3:40])([CH3:39])[CH3:41])([CH3:37])[CH3:36])[CH2:12]2)[C:8](=[O:42])[NH:7][C:6]2([C:4]([OH:5])=[O:3])[CH:23]([CH2:24]2)[CH:22]=[CH:21][CH2:20][CH2:19][CH2:18][CH2:17][CH2:16]1)=[O:27])([CH3:30])([CH3:31])[CH3:32], predict the reactants needed to synthesize it. The reactants are: C([O:3][C:4]([C:6]12[CH2:24][CH:23]1[CH:22]=[CH:21][CH2:20][CH2:19][CH2:18][CH2:17][CH2:16][CH:15]([NH:25][C:26]([O:28][C:29]([CH3:32])([CH3:31])[CH3:30])=[O:27])[C:14](=[O:33])[N:13]1[CH:9]([CH2:10][CH:11]([O:34][Si:35]([C:38]([CH3:41])([CH3:40])[CH3:39])([CH3:37])[CH3:36])[CH2:12]1)[C:8](=[O:42])[NH:7]2)=[O:5])C.O.[OH-].[Li+]. (3) Given the product [C:1]([O:5][C:6]([N:8]1[C:16]2[C:11](=[CH:12][C:13]([N:17]3[CH2:22][CH2:21][N:20]([CH3:23])[CH2:19][CH2:18]3)=[CH:14][CH:15]=2)[CH:10]=[C:9]1[C:25]1[C:26](=[O:42])[N:27]([CH2:34][O:35][CH2:36][CH2:37][Si:38]([CH3:40])([CH3:39])[CH3:41])[CH:28]=[C:29]([N+:31]([O-:33])=[O:32])[CH:30]=1)=[O:7])([CH3:4])([CH3:3])[CH3:2], predict the reactants needed to synthesize it. The reactants are: [C:1]([O:5][C:6]([N:8]1[C:16]2[C:11](=[CH:12][C:13]([N:17]3[CH2:22][CH2:21][N:20]([CH3:23])[CH2:19][CH2:18]3)=[CH:14][CH:15]=2)[CH:10]=[CH:9]1)=[O:7])([CH3:4])([CH3:3])[CH3:2].I[C:25]1[C:26](=[O:42])[N:27]([CH2:34][O:35][CH2:36][CH2:37][Si:38]([CH3:41])([CH3:40])[CH3:39])[CH:28]=[C:29]([N+:31]([O-:33])=[O:32])[CH:30]=1. (4) Given the product [C:1]1(=[O:25])[C:13]2[C:5]([C:6]3[C:11]([CH:12]=2)=[CH:10][CH:9]=[CH:8][CH:7]=3)=[CH:4][CH:3]=[CH:2]1, predict the reactants needed to synthesize it. The reactants are: [CH:1]1[C:13]2[C:12](=O)[C:11]3[C:6](=[CH:7][CH:8]=[CH:9][CH:10]=3)[C:5]=2[C:4](C(Cl)=O)=[CH:3][CH:2]=1.C(N(CC)CC)C.[O:25]1CCCC1. (5) Given the product [CH2:1]([N:3]([C:11]1[CH:16]=[C:15]([F:17])[CH:14]=[CH:13][C:12]=1[N+:18]([O-:20])=[O:19])[S:4]([CH3:7])(=[O:6])=[O:5])[CH3:2], predict the reactants needed to synthesize it. The reactants are: [CH2:1]([NH:3][S:4]([CH3:7])(=[O:6])=[O:5])[CH3:2].[H-].[Na+].F[C:11]1[CH:16]=[C:15]([F:17])[CH:14]=[CH:13][C:12]=1[N+:18]([O-:20])=[O:19].O.